From a dataset of Reaction yield outcomes from USPTO patents with 853,638 reactions. Predict the reaction yield, written as a fraction of the theoretical maximum amount of product (1.0 means a 100% yield; for example, 0.34 means a 34% yield). (1) The reactants are [Cl:1][C:2]1[CH:7]=[CH:6][C:5]([C:8]2[CH:16]=[CH:15][CH:14]=[C:13]3[C:9]=2[CH2:10][C:11](=[O:17])[NH:12]3)=[CH:4][CH:3]=1.[CH3:18][C:19]1[C:23]([C:24]([N:26]2[CH2:31][CH2:30][N:29]([CH3:32])[CH2:28][CH2:27]2)=[O:25])=[CH:22][NH:21][C:20]=1[CH:33]=O. The catalyst is C(O)C.N1CCCCC1. The product is [Cl:1][C:2]1[CH:3]=[CH:4][C:5]([C:8]2[CH:16]=[CH:15][CH:14]=[C:13]3[C:9]=2[C:10](=[CH:33][C:20]2[NH:21][CH:22]=[C:23]([C:24]([N:26]4[CH2:27][CH2:28][N:29]([CH3:32])[CH2:30][CH2:31]4)=[O:25])[C:19]=2[CH3:18])[C:11](=[O:17])[NH:12]3)=[CH:6][CH:7]=1. The yield is 0.350. (2) The reactants are [S:1]([N:11]1[C:19]2[C:14](=[CH:15][CH:16]=[C:17]([C:20]#[N:21])[CH:18]=2)[CH:13]=[CH:12]1)([C:4]1[CH:10]=[CH:9][C:7]([CH3:8])=[CH:6][CH:5]=1)(=[O:3])=[O:2].N. The catalyst is CO.[Ni]. The product is [S:1]([N:11]1[C:19]2[C:14](=[CH:15][CH:16]=[C:17]([CH2:20][NH2:21])[CH:18]=2)[CH:13]=[CH:12]1)([C:4]1[CH:5]=[CH:6][C:7]([CH3:8])=[CH:9][CH:10]=1)(=[O:2])=[O:3]. The yield is 0.780. (3) The reactants are [CH2:1]([O:3][C:4]1[CH:13]=[CH:12][C:11]([N+:14]([O-])=O)=[CH:10][C:5]=1[C:6]([NH:8][OH:9])=[O:7])[CH3:2].CO. The catalyst is CCO.[Pd]. The product is [NH2:14][C:11]1[CH:12]=[CH:13][C:4]([O:3][CH2:1][CH3:2])=[C:5]([CH:10]=1)[C:6]([NH:8][OH:9])=[O:7]. The yield is 0.730.